From a dataset of Catalyst prediction with 721,799 reactions and 888 catalyst types from USPTO. Predict which catalyst facilitates the given reaction. Reactant: [F:1][C:2]1[C:3]([NH:32][C@@H:33]2[CH2:38][CH2:37][CH2:36][C@H:35]([NH:39]C(=O)OC(C)(C)C)[CH2:34]2)=[N:4][C:5]([C:12]2[C:20]3[C:15](=[N:16][CH:17]=[C:18]([F:21])[CH:19]=3)[N:14]([S:22]([C:25]3[CH:31]=[CH:30][C:28]([CH3:29])=[CH:27][CH:26]=3)(=[O:24])=[O:23])[CH:13]=2)=[C:6]([C:8]([F:11])([F:10])[F:9])[CH:7]=1.C(O)(C(F)(F)F)=O. Product: [F:1][C:2]1[C:3]([NH:32][C@H:33]2[CH2:38][CH2:37][CH2:36][C@@H:35]([NH2:39])[CH2:34]2)=[N:4][C:5]([C:12]2[C:20]3[C:15](=[N:16][CH:17]=[C:18]([F:21])[CH:19]=3)[N:14]([S:22]([C:25]3[CH:26]=[CH:27][C:28]([CH3:29])=[CH:30][CH:31]=3)(=[O:24])=[O:23])[CH:13]=2)=[C:6]([C:8]([F:9])([F:10])[F:11])[CH:7]=1. The catalyst class is: 4.